From a dataset of CYP2D6 inhibition data for predicting drug metabolism from PubChem BioAssay. Regression/Classification. Given a drug SMILES string, predict its absorption, distribution, metabolism, or excretion properties. Task type varies by dataset: regression for continuous measurements (e.g., permeability, clearance, half-life) or binary classification for categorical outcomes (e.g., BBB penetration, CYP inhibition). Dataset: cyp2d6_veith. (1) The compound is Cc1cc(OCn2ccc(C(=O)O)n2)ccc1Cl. The result is 0 (non-inhibitor). (2) The molecule is C=CCNS(=O)(=O)c1ncnc2nc[nH]c12. The result is 0 (non-inhibitor).